This data is from Full USPTO retrosynthesis dataset with 1.9M reactions from patents (1976-2016). The task is: Predict the reactants needed to synthesize the given product. (1) Given the product [C:17]([O:16][C:14]([NH:21][C:22]1[CH:23]=[CH:24][C:25]([N:28]2[C:6](=[O:8])[C:5]3[C:4](=[CH:13][CH:12]=[CH:11][CH:10]=3)[NH:1][C:2]2=[O:3])=[CH:26][CH:27]=1)=[O:15])([CH3:20])([CH3:18])[CH3:19], predict the reactants needed to synthesize it. The reactants are: [N:1]([C:4]1[CH:13]=[CH:12][CH:11]=[CH:10][C:5]=1[C:6]([O:8]C)=O)=[C:2]=[O:3].[C:14]([NH:21][C:22]1[CH:27]=[CH:26][C:25]([NH2:28])=[CH:24][CH:23]=1)([O:16][C:17]([CH3:20])([CH3:19])[CH3:18])=[O:15].CCN(C(C)C)C(C)C.C1CCN2C(=NCCC2)CC1. (2) Given the product [CH:1]1([C:4]2[C:5]([CH2:18][N:31]3[CH2:32][CH2:33][CH2:34][C@H:29]([O:28][C:27]4[CH:35]=[C:36]([Cl:38])[CH:37]=[C:25]([Cl:24])[CH:26]=4)[CH2:30]3)=[CH:6][C:7]([F:17])=[C:8]([CH:16]=2)[C:9]([O:11][C:12]([CH3:13])([CH3:14])[CH3:15])=[O:10])[CH2:2][CH2:3]1, predict the reactants needed to synthesize it. The reactants are: [CH:1]1([C:4]2[C:5]([CH2:18]OS(C)(=O)=O)=[CH:6][C:7]([F:17])=[C:8]([CH:16]=2)[C:9]([O:11][C:12]([CH3:15])([CH3:14])[CH3:13])=[O:10])[CH2:3][CH2:2]1.[Cl:24][C:25]1[CH:26]=[C:27]([CH:35]=[C:36]([Cl:38])[CH:37]=1)[O:28][C@H:29]1[CH2:34][CH2:33][CH2:32][NH:31][CH2:30]1.C(=O)([O-])[O-].[K+].[K+]. (3) The reactants are: Br[C:2]1[CH:7]=[CH:6][C:5]([OH:8])=[C:4]([Cl:9])[CH:3]=1.I[C:11]1[CH:16]=[CH:15][C:14](O)=CC=1.[CH3:18][C:19]1[NH:20][C:21]2[C:26]([CH:27]=1)=[CH:25][CH:24]=[CH:23][CH:22]=2. Given the product [Cl:9][C:4]1[CH:3]=[C:2]([N:20]2[C:21]3[C:26](=[CH:25][CH:24]=[CH:23][CH:22]=3)[CH:27]=[C:19]2[CH3:18])[CH:7]=[CH:6][C:5]=1[O:8][CH2:26][CH2:27][CH2:19][N:20]1[CH2:14][CH2:15][CH2:16][CH2:11]1, predict the reactants needed to synthesize it. (4) Given the product [N:25]1[CH:26]=[CH:27][CH:28]=[CH:29][C:24]=1[C:12]1[CH:13]=[C:8]2[CH:7]=[CH:6][NH:5][C:9]2=[N:10][CH:11]=1, predict the reactants needed to synthesize it. The reactants are: CS([N:5]1[C:9]2=[N:10][CH:11]=[C:12](B3OC(C)(C)C(C)(C)O3)[CH:13]=[C:8]2[CH:7]=[CH:6]1)(=O)=O.Br[C:24]1[CH:29]=[CH:28][CH:27]=[CH:26][N:25]=1.C([O-])([O-])=O.[Na+].[Na+].O.